Dataset: Peptide-MHC class I binding affinity with 185,985 pairs from IEDB/IMGT. Task: Regression. Given a peptide amino acid sequence and an MHC pseudo amino acid sequence, predict their binding affinity value. This is MHC class I binding data. (1) The peptide sequence is FPRIWLHGL. The MHC is HLA-B40:01 with pseudo-sequence HLA-B40:01. The binding affinity (normalized) is 0. (2) The peptide sequence is VTFRERYSYK. The MHC is HLA-A33:01 with pseudo-sequence HLA-A33:01. The binding affinity (normalized) is 0.277. (3) The peptide sequence is YQYPRDTHY. The MHC is HLA-B08:01 with pseudo-sequence HLA-B08:01. The binding affinity (normalized) is 0.0847.